Dataset: Full USPTO retrosynthesis dataset with 1.9M reactions from patents (1976-2016). Task: Predict the reactants needed to synthesize the given product. (1) Given the product [NH2:18][C:19]1[N:24]=[C:23]([C:25]([NH:17][CH:15]([C:5]2[CH:6]=[N:7][C:8]([O:9][CH2:10][C:11]([F:12])([F:13])[F:14])=[C:3]([F:2])[CH:4]=2)[CH3:16])=[O:26])[CH:22]=[C:21]([CH3:28])[N:20]=1, predict the reactants needed to synthesize it. The reactants are: Cl.[F:2][C:3]1[CH:4]=[C:5]([CH:15]([NH2:17])[CH3:16])[CH:6]=[N:7][C:8]=1[O:9][CH2:10][C:11]([F:14])([F:13])[F:12].[NH2:18][C:19]1[N:24]=[C:23]([C:25](O)=[O:26])[CH:22]=[C:21]([CH3:28])[N:20]=1. (2) Given the product [Br:25][C:26]1[CH:27]=[CH:28][C:29]([F:32])=[C:30]([C:3]2[C:4]([OH:8])=[CH:5][CH:6]=[CH:7][C:2]=2[F:1])[CH:31]=1, predict the reactants needed to synthesize it. The reactants are: [F:1][C:2]1[CH:7]=[CH:6][CH:5]=[C:4]([OH:8])[C:3]=1B(O)O.C([O-])([O-])=O.[Na+].[Na+].C1(C)C=CC=CC=1.[Br:25][C:26]1[CH:31]=[CH:30][C:29]([F:32])=[C:28](I)[CH:27]=1. (3) The reactants are: Cl[C:2]1[N:7]=[C:6]([C:8]2[CH:9]=[C:10]([CH:21]=[CH:22][CH:23]=2)[CH2:11][N:12]2[CH2:17][CH2:16][NH:15][CH2:14][CH:13]2[C:18]([OH:20])=[O:19])[CH:5]=[CH:4][N:3]=1.[F:24][C:25]1[CH:26]=[C:27]([CH2:32][CH2:33][NH2:34])[CH:28]=[C:29]([F:31])[CH:30]=1. Given the product [F:24][C:25]1[CH:26]=[C:27]([CH2:32][CH2:33][NH:34][C:2]2[N:7]=[C:6]([C:8]3[CH:9]=[C:10]([CH:21]=[CH:22][CH:23]=3)[CH2:11][N:12]3[CH2:17][CH2:16][NH:15][CH2:14][CH:13]3[C:18]([OH:20])=[O:19])[CH:5]=[CH:4][N:3]=2)[CH:28]=[C:29]([F:31])[CH:30]=1, predict the reactants needed to synthesize it. (4) Given the product [C:49]([C:44]1([C:41]2[CH:40]=[CH:39][C:38]([NH:37][C:29]([C:27]3[CH:26]=[CH:25][C:24]4[O:20][CH2:21][O:22][C:23]=4[CH:28]=3)=[O:31])=[CH:43][CH:42]=2)[CH2:48][CH2:47][CH2:46][CH2:45]1)#[N:50], predict the reactants needed to synthesize it. The reactants are: C1C=CC(P(C2C=CC=CC=2)C2C=CC=CC=2)=CC=1.[O:20]1[C:24]2[CH:25]=[CH:26][C:27]([C:29]([OH:31])=O)=[CH:28][C:23]=2[O:22][CH2:21]1.C(Cl)(Cl)(Cl)Cl.[NH2:37][C:38]1[CH:43]=[CH:42][C:41]([C:44]2([C:49]#[N:50])[CH2:48][CH2:47][CH2:46][CH2:45]2)=[CH:40][CH:39]=1. (5) Given the product [C:8]([C:10]1[N:11]([C:51]2[CH:56]=[CH:55][CH:54]=[CH:53][C:52]=2[C:57]#[N:58])[C:12]2[C:17]([C:18]=1[CH2:19][N:20]1[C:31](=[O:32])[C@@H:30]([NH:33][C:34](=[O:46])[C@@H:35]([NH:37][CH3:38])[CH3:36])[C:24]3([CH2:25][CH2:26][O:27][CH2:28][CH2:29]3)[O:23][C:22]3[CH:47]=[CH:48][CH:49]=[CH:50][C:21]1=3)=[CH:16][CH:15]=[CH:14][CH:13]=2)#[N:9], predict the reactants needed to synthesize it. The reactants are: C(O)(C(F)(F)F)=O.[C:8]([C:10]1[N:11]([C:51]2[CH:56]=[CH:55][CH:54]=[CH:53][C:52]=2[C:57]#[N:58])[C:12]2[C:17]([C:18]=1[CH2:19][N:20]1[C:31](=[O:32])[C@@H:30]([NH:33][C:34](=[O:46])[C@@H:35]([N:37](C)[C:38](=O)OC(C)(C)C)[CH3:36])[C:24]3([CH2:29][CH2:28][O:27][CH2:26][CH2:25]3)[O:23][C:22]3[CH:47]=[CH:48][CH:49]=[CH:50][C:21]1=3)=[CH:16][CH:15]=[CH:14][CH:13]=2)#[N:9].C([O-])(O)=O.[Na+].O. (6) The reactants are: [H-].[Na+].[N+:3]([C:6]1[CH:7]=[C:8]2[C:12](=[CH:13][CH:14]=1)[NH:11][N:10]=[CH:9]2)([O-:5])=[O:4].Br[CH2:16][C:17]1[CH:22]=[CH:21][CH:20]=[C:19]([F:23])[CH:18]=1. Given the product [F:23][C:19]1[CH:18]=[C:17]([CH:22]=[CH:21][CH:20]=1)[CH2:16][N:11]1[C:12]2[C:8](=[CH:7][C:6]([N+:3]([O-:5])=[O:4])=[CH:14][CH:13]=2)[CH:9]=[N:10]1, predict the reactants needed to synthesize it. (7) The reactants are: [C:1]([OH:12])(=O)[C:2]1[CH:10]=[CH:9][C:8]2[O:7][CH2:6][O:5][C:4]=2[CH:3]=1.[NH2:13][CH:14]([CH2:17][CH:18]([CH3:20])[CH3:19])[CH2:15][OH:16]. Given the product [OH:16][CH2:15][CH:14]([NH:13][C:1]([C:2]1[CH:10]=[CH:9][C:8]2[O:7][CH2:6][O:5][C:4]=2[CH:3]=1)=[O:12])[CH2:17][CH:18]([CH3:20])[CH3:19], predict the reactants needed to synthesize it.